This data is from Forward reaction prediction with 1.9M reactions from USPTO patents (1976-2016). The task is: Predict the product of the given reaction. (1) Given the reactants Cl.[CH:2]12[CH2:11][CH:6]3[CH2:7][CH:8]([CH2:10][CH:4]([CH2:5]3)[CH:3]1[NH2:12])[CH2:9]2.[CH:13]1([C:18]([CH:20]2C(=O)OC(C)(C)[O:22][C:21]2=O)=[O:19])[CH2:17][CH2:16][CH2:15][CH2:14]1.C(N(C(C)C)C(C)C)C, predict the reaction product. The product is: [CH:2]12[CH2:11][CH:6]3[CH2:7][CH:8]([CH2:10][CH:4]([CH2:5]3)[CH:3]1[NH:12][C:21](=[O:22])[CH2:20][C:18]([CH:13]1[CH2:17][CH2:16][CH2:15][CH2:14]1)=[O:19])[CH2:9]2. (2) Given the reactants [N:1]1[CH:6]=[CH:5][CH:4]=[C:3]([CH:7]2[CH2:11][CH2:10][N:9]([C:12]([CH:14]3[CH2:19][CH2:18][CH2:17][N:16](C(OC(C)(C)C)=O)[CH2:15]3)=[O:13])[CH2:8]2)[CH:2]=1.[C:27]([OH:33])([C:29]([F:32])([F:31])[F:30])=[O:28], predict the reaction product. The product is: [F:30][C:29]([F:32])([F:31])[C:27]([OH:33])=[O:28].[F:30][C:29]([F:32])([F:31])[C:27]([OH:33])=[O:28].[NH:16]1[CH2:17][CH2:18][CH2:19][CH:14]([C:12]([N:9]2[CH2:10][CH2:11][CH:7]([C:3]3[CH:2]=[N:1][CH:6]=[CH:5][CH:4]=3)[CH2:8]2)=[O:13])[CH2:15]1. (3) The product is: [Cl:1][C:2]1[C:3]([NH:17][C:18]2[CH:26]=[CH:25][CH:24]=[CH:23][C:19]=2[C:20]([N:35]([OH:36])[CH3:30])=[O:22])=[CH:4][C:5]([NH:8][C:9]2[N:13]([CH2:14][CH3:15])[N:12]=[C:11]([CH3:16])[CH:10]=2)=[N:6][CH:7]=1. Given the reactants [Cl:1][C:2]1[C:3]([NH:17][C:18]2[CH:26]=[CH:25][CH:24]=[CH:23][C:19]=2[C:20]([OH:22])=O)=[CH:4][C:5]([NH:8][C:9]2[N:13]([CH2:14][CH3:15])[N:12]=[C:11]([CH3:16])[CH:10]=2)=[N:6][CH:7]=1.C1C=C[C:30]2[N:35]([OH:36])N=NC=2C=1.C(Cl)CCl.CNO.CCN(C(C)C)C(C)C, predict the reaction product. (4) Given the reactants [F:1][CH:2]([F:15])[C:3]1[CH:7]=[C:6]([CH:8]([F:10])[F:9])[N:5]([CH2:11][C:12]([OH:14])=O)[N:4]=1.C(Cl)(=O)C(Cl)=O.[Cl-].[Cl:23][C:24]1[CH:29]=[CH:28][CH:27]=[C:26]([OH:30])[C:25]=1[CH:31]1[O:35][N:34]=[C:33]([C:36]2[N:37]=[C:38]([CH:41]3[CH2:46][CH2:45][NH2+:44][CH2:43][CH2:42]3)[S:39][CH:40]=2)[CH2:32]1.C(N(CC)CC)C.C(=O)([O-])O.[Na+], predict the reaction product. The product is: [F:15][CH:2]([F:1])[C:3]1[CH:7]=[C:6]([CH:8]([F:9])[F:10])[N:5]([CH2:11][C:12]([N:44]2[CH2:45][CH2:46][CH:41]([C:38]3[S:39][CH:40]=[C:36]([C:33]4[CH2:32][CH:31]([C:25]5[C:26]([OH:30])=[CH:27][CH:28]=[CH:29][C:24]=5[Cl:23])[O:35][N:34]=4)[N:37]=3)[CH2:42][CH2:43]2)=[O:14])[N:4]=1.